Predict the product of the given reaction. From a dataset of Forward reaction prediction with 1.9M reactions from USPTO patents (1976-2016). (1) The product is: [NH2:44][CH2:43][C:42]([N:39]1[CH2:40][CH2:41][N:36]([CH2:35][C:10]2[C:11]([C:31]([F:34])([F:33])[F:32])=[CH:12][C:13]([C:15]([NH:16][CH2:17][C:18]3[CH:23]=[C:22]([Cl:24])[CH:21]=[CH:20][C:19]=3[S:25]([CH2:28][CH3:29])(=[O:27])=[O:26])=[O:30])=[CH:14][C:9]=2[Cl:8])[CH2:37][CH2:38]1)=[O:52]. Given the reactants Cl.O1CCOCC1.[Cl:8][C:9]1[CH:14]=[C:13]([C:15](=[O:30])[NH:16][CH2:17][C:18]2[CH:23]=[C:22]([Cl:24])[CH:21]=[CH:20][C:19]=2[S:25]([CH2:28][CH3:29])(=[O:27])=[O:26])[CH:12]=[C:11]([C:31]([F:34])([F:33])[F:32])[C:10]=1[CH2:35][N:36]1[CH2:41][CH2:40][N:39]([C:42](=[O:52])[CH2:43][NH:44]C(=O)OC(C)(C)C)[CH2:38][CH2:37]1, predict the reaction product. (2) Given the reactants [Cl:1][C:2]1[CH:7]=[C:6]([Cl:8])[CH:5]=[C:4]([Cl:9])[C:3]=1[S:10](Cl)(=[O:12])=[O:11].Cl.[NH2:15][CH2:16][CH2:17][CH2:18][CH2:19][C:20]([OH:22])=[O:21], predict the reaction product. The product is: [Cl:1][C:2]1[CH:7]=[C:6]([Cl:8])[CH:5]=[C:4]([Cl:9])[C:3]=1[S:10]([NH:15][CH2:16][CH2:17][CH2:18][CH2:19][C:20]([OH:22])=[O:21])(=[O:12])=[O:11]. (3) Given the reactants [NH2:1][C:2]1[N:7]=[C:6]([C:8]2[CH:13]=[CH:12][C:11]([O:14][CH3:15])=[C:10]([O:16][CH3:17])[CH:9]=2)[C:5]([C:18]2[CH:19]=[CH:20][C:21](=[O:24])[NH:22][N:23]=2)=[CH:4][N:3]=1.[CH3:25]I, predict the reaction product. The product is: [NH2:1][C:2]1[N:7]=[C:6]([C:8]2[CH:13]=[CH:12][C:11]([O:14][CH3:15])=[C:10]([O:16][CH3:17])[CH:9]=2)[C:5]([C:18]2[CH:19]=[CH:20][C:21](=[O:24])[N:22]([CH3:25])[N:23]=2)=[CH:4][N:3]=1. (4) Given the reactants [Cl:1][C:2]1[CH:27]=[CH:26][C:5]([CH2:6][N:7]2[C:15]3[C:10](=[CH:11][C:12]([CH:16]=[C:17]4[S:21][CH:20](SCC)[NH:19][C:18]4=[O:25])=[CH:13][CH:14]=3)[CH:9]=[N:8]2)=[C:4]([C:28]([F:31])([F:30])[F:29])[CH:3]=1.[CH3:32][N:33]([CH3:38])[CH2:34][CH2:35][NH:36][CH3:37], predict the reaction product. The product is: [Cl:1][C:2]1[CH:27]=[CH:26][C:5]([CH2:6][N:7]2[C:15]3[C:10](=[CH:11][C:12]([CH:16]=[C:17]4[S:21][C:20]([N:36]([CH2:35][CH2:34][N:33]([CH3:38])[CH3:32])[CH3:37])=[N:19][C:18]4=[O:25])=[CH:13][CH:14]=3)[CH:9]=[N:8]2)=[C:4]([C:28]([F:31])([F:30])[F:29])[CH:3]=1. (5) Given the reactants [CH:1]([C:3]1[CH:8]=[CH:7][CH:6]=[CH:5][C:4]=1[CH:9]=[CH2:10])=[CH2:2].[Cl:11][SiH:12]([Cl:14])[Cl:13], predict the reaction product. The product is: [Cl:11][Si:12]([Cl:14])([Cl:13])[CH:1]([C:3]1[CH:8]=[CH:7][CH:6]=[CH:5][C:4]=1[CH:9]([Si:12]([Cl:14])([Cl:13])[Cl:11])[CH2:10][Si:12]([Cl:14])([Cl:13])[Cl:11])[CH2:2][Si:12]([Cl:14])([Cl:13])[Cl:11].[Cl:11][Si:12]([Cl:14])([Cl:13])[CH2:2][CH2:1][C:3]1[CH:8]=[CH:7][CH:6]=[CH:5][C:4]=1[CH2:9][CH2:10][Si:12]([Cl:14])([Cl:13])[Cl:11]. (6) Given the reactants [Si]([O:8][C@@H:9]1[CH2:13][CH2:12][C@H:11]([CH2:14][CH2:15][CH2:16][CH2:17][PH:18](=[O:22])[O:19][CH2:20][CH3:21])[CH2:10]1)(C(C)(C)C)(C)C.[H][H], predict the reaction product. The product is: [OH:8][C@@H:9]1[CH2:13][CH2:12][C@H:11]([CH2:14][CH2:15][CH2:16][CH2:17][PH:18](=[O:22])[O:19][CH2:20][CH3:21])[CH2:10]1.